Dataset: Reaction yield outcomes from USPTO patents with 853,638 reactions. Task: Predict the reaction yield, written as a fraction of the theoretical maximum amount of product (1.0 means a 100% yield; for example, 0.34 means a 34% yield). (1) The reactants are [F:1][C:2]([F:11])([F:10])[C:3]1[CH:4]=[CH:5][C:6](S)=[N:7][CH:8]=1.[Cl:12][O-].[Na+].O.[OH:16][S:17]([OH:20])(=O)=O. No catalyst specified. The product is [F:1][C:2]([F:11])([F:10])[C:3]1[CH:4]=[CH:5][C:6]([S:17]([Cl:12])(=[O:20])=[O:16])=[N:7][CH:8]=1. The yield is 0.790. (2) The reactants are [CH3:1][C:2]([C:11]([O:13][CH3:14])=[O:12])([CH3:10])[NH:3][CH2:4][CH2:5][C:6]([O:8][CH3:9])=[O:7].C([O-])(O)=O.[Na+].[C:20](Cl)(=[O:27])[C:21]1[CH:26]=[CH:25][CH:24]=[CH:23][CH:22]=1. The catalyst is C(Cl)Cl.O. The product is [CH3:10][C:2]([C:11]([O:13][CH3:14])=[O:12])([CH3:1])[N:3]([CH2:4][CH2:5][C:6]([O:8][CH3:9])=[O:7])[C:20]([C:21]1[CH:26]=[CH:25][CH:24]=[CH:23][CH:22]=1)=[O:27]. The yield is 0.210. (3) The reactants are [O:1]1[CH2:6][CH:5]=[C:4](OS(C(F)(F)F)(=O)=O)[CH2:3][CH2:2]1.CC1(C)COB([C:22]2[CH:43]=[CH:42][C:25]3[C:26]4[N:30]([CH2:31][CH2:32][O:33][C:24]=3[CH:23]=2)[CH:29]=[C:28]([C:34]2[N:35]([CH:39]([CH3:41])[CH3:40])[N:36]=[CH:37][N:38]=2)[N:27]=4)OC1.C(=O)([O-])[O-].[Cs+].[Cs+].COCCOC. The catalyst is C(Cl)Cl.O. The product is [O:1]1[CH2:6][CH:5]=[C:4]([C:22]2[CH:43]=[CH:42][C:25]3[C:26]4[N:30]([CH2:31][CH2:32][O:33][C:24]=3[CH:23]=2)[CH:29]=[C:28]([C:34]2[N:35]([CH:39]([CH3:41])[CH3:40])[N:36]=[CH:37][N:38]=2)[N:27]=4)[CH2:3][CH2:2]1. The yield is 0.390. (4) The reactants are [NH2:1][C@@H:2]1[C:11]2[C:6](=[CH:7][CH:8]=[CH:9][CH:10]=2)[C@H:5]([OH:12])[CH2:4][CH2:3]1.[H-].[Na+].F[C:16]1[CH:17]=[CH:18][C:19]([C:22]([N:24]2[CH2:29][CH2:28][O:27][CH2:26][CH2:25]2)=[O:23])=[N:20][CH:21]=1. The catalyst is CN(C=O)C. The product is [NH2:1][C@@H:2]1[C:11]2[C:6](=[CH:7][CH:8]=[CH:9][CH:10]=2)[C@H:5]([O:12][C:16]2[CH:17]=[CH:18][C:19]([C:22]([N:24]3[CH2:29][CH2:28][O:27][CH2:26][CH2:25]3)=[O:23])=[N:20][CH:21]=2)[CH2:4][CH2:3]1. The yield is 0.720. (5) The reactants are [N:1]1([C:7]([O:9][CH2:10][CH3:11])=[O:8])[CH2:6][CH2:5][NH:4][CH2:3][CH2:2]1.[C:12]1([CH3:21])[CH:17]=[CH:16][CH:15]=[C:14]([N:18]=[C:19]=[O:20])[CH:13]=1. The catalyst is ClCCl. The product is [C:12]1([CH3:21])[CH:17]=[CH:16][CH:15]=[C:14]([NH:18][C:19]([N:4]2[CH2:5][CH2:6][N:1]([C:7]([O:9][CH2:10][CH3:11])=[O:8])[CH2:2][CH2:3]2)=[O:20])[CH:13]=1. The yield is 0.870. (6) The reactants are C([O:14][C:15]([C:17]1([O:20]/[N:21]=[C:22](/[C:56]2[N:57]=[C:58]([NH:61]C(OC(C)(C)C)=O)[S:59][CH:60]=2)\[C:23]([NH:25][C@@H:26]2[C:29](=[O:30])[N:28]([S:31]([OH:34])(=[O:33])=[O:32])[C@@H:27]2[CH2:35][N:36]2[N:40]=[C:39]([CH2:41][NH:42][C:43](=[O:55])[O:44][CH2:45][CH2:46][NH:47]C(=O)OC(C)(C)C)[CH:38]=[N:37]2)=[O:24])[CH2:19][CH2:18]1)=[O:16])(C1C=CC=CC=1)C1C=CC=CC=1.C(O)(C(F)(F)F)=O. The catalyst is C(Cl)Cl. The product is [NH2:47][CH2:46][CH2:45][O:44][C:43]([NH:42][CH2:41][C:39]1[CH:38]=[N:37][N:36]([CH2:35][C@@H:27]2[C@H:26]([NH:25][C:23](=[O:24])/[C:22](=[N:21]\[O:20][C:17]3([C:15]([OH:16])=[O:14])[CH2:18][CH2:19]3)/[C:56]3[N:57]=[C:58]([NH2:61])[S:59][CH:60]=3)[C:29](=[O:30])[N:28]2[S:31]([OH:34])(=[O:32])=[O:33])[N:40]=1)=[O:55]. The yield is 0.440. (7) The reactants are [O:1]=[C:2]1[C:10]2([C:22]3[C:13](=[CH:14][C:15]4[O:20][CH2:19][CH2:18][O:17][C:16]=4[CH:21]=3)[O:12][CH2:11]2)[C:9]2[C:4](=[CH:5][CH:6]=[CH:7][CH:8]=2)[N:3]1[CH2:23][C:24]1[CH:31]=[CH:30][C:27]([C:28]#[N:29])=[CH:26][CH:25]=1.[NH2:32][OH:33].N1[CH:39]=[CH:38]C=CC=1.C(OC(=O)C)(=O)C. The catalyst is CS(C)=O.O. The product is [CH3:38][C:39]1[O:33][N:32]=[C:28]([C:27]2[CH:30]=[CH:31][C:24]([CH2:23][N:3]3[C:4]4[C:9](=[CH:8][CH:7]=[CH:6][CH:5]=4)[C:10]4([C:22]5[C:13](=[CH:14][C:15]6[O:20][CH2:19][CH2:18][O:17][C:16]=6[CH:21]=5)[O:12][CH2:11]4)[C:2]3=[O:1])=[CH:25][CH:26]=2)[N:29]=1. The yield is 0.850.